Dataset: NCI-60 drug combinations with 297,098 pairs across 59 cell lines. Task: Regression. Given two drug SMILES strings and cell line genomic features, predict the synergy score measuring deviation from expected non-interaction effect. (1) Drug 1: CC1=C2C(C(=O)C3(C(CC4C(C3C(C(C2(C)C)(CC1OC(=O)C(C(C5=CC=CC=C5)NC(=O)OC(C)(C)C)O)O)OC(=O)C6=CC=CC=C6)(CO4)OC(=O)C)OC)C)OC. Drug 2: CN(C(=O)NC(C=O)C(C(C(CO)O)O)O)N=O. Cell line: SW-620. Synergy scores: CSS=26.2, Synergy_ZIP=-8.20, Synergy_Bliss=-14.7, Synergy_Loewe=-14.8, Synergy_HSA=-11.7. (2) Drug 1: CC12CCC(CC1=CCC3C2CCC4(C3CC=C4C5=CN=CC=C5)C)O. Drug 2: C1CCC(C(C1)N)N.C(=O)(C(=O)[O-])[O-].[Pt+4]. Cell line: BT-549. Synergy scores: CSS=9.66, Synergy_ZIP=0.0359, Synergy_Bliss=8.06, Synergy_Loewe=1.52, Synergy_HSA=7.35.